Task: Predict the reaction yield, written as a fraction of the theoretical maximum amount of product (1.0 means a 100% yield; for example, 0.34 means a 34% yield).. Dataset: Reaction yield outcomes from USPTO patents with 853,638 reactions (1) The yield is 0.960. The reactants are Br[C:2]1[CH:7]=[CH:6][C:5]([S:8]([NH:11][CH3:12])(=[O:10])=[O:9])=[CH:4][CH:3]=1.[B:13](OC(C)C)([O:18]C(C)C)[O:14]C(C)C.[Li]CCCC.Cl. The catalyst is C1COCC1. The product is [CH3:12][NH:11][S:8]([C:5]1[CH:6]=[CH:7][C:2]([B:13]([OH:18])[OH:14])=[CH:3][CH:4]=1)(=[O:10])=[O:9]. (2) The reactants are [O:1]1[C:5]2=[CH:6][N:7]=[C:8]([CH:10]=[O:11])[CH:9]=[C:4]2[CH:3]=[CH:2]1.P([O-])(O)(O)=[O:13].[K+].Cl([O-])=O.[Na+].[OH-].[Na+]. The catalyst is CS(C)=O.O.CO. The product is [O:1]1[C:5]2=[CH:6][N:7]=[C:8]([C:10]([OH:13])=[O:11])[CH:9]=[C:4]2[CH:3]=[CH:2]1. The yield is 0.940. (3) The reactants are [CH3:1][O:2][C:3]1[CH:8]=[CH:7][CH:6]=[C:5]([N:9]2[CH2:14][CH2:13][O:12][CH2:11][CH2:10]2)[CH:4]=1.Cl[S:16]([OH:19])(=[O:18])=[O:17]. No catalyst specified. The yield is 0.200. The product is [CH3:1][O:2][C:3]1[CH:8]=[CH:7][C:6]([S:16]([OH:19])(=[O:18])=[O:17])=[C:5]([N:9]2[CH2:14][CH2:13][O:12][CH2:11][CH2:10]2)[CH:4]=1. (4) The reactants are [Br:1][C:2]1[CH:3]=[C:4]2[C:12](=[C:13]([C:15](=[O:17])[NH2:16])[CH:14]=1)[N:11]([CH2:18][CH:19]1[CH2:21][CH2:20]1)[C:10]1[CH:9]=[C:8]([C:22](O)=[O:23])[CH:7]=[CH:6][C:5]2=1.CN(C(ON1N=NC2C=CC=CC1=2)=[N+](C)C)C.[B-](F)(F)(F)F.[CH3:47][C@H:48]1[O:53][C@@H:52]([CH3:54])[CH2:51][NH:50][CH2:49]1. The catalyst is CN(C=O)C.C(OCC)(=O)C.C(Cl)Cl.CO. The product is [Br:1][C:2]1[CH:14]=[C:13]([C:15]([NH2:16])=[O:17])[C:12]2[N:11]([CH2:18][CH:19]3[CH2:20][CH2:21]3)[C:10]3[C:5]([C:4]=2[CH:3]=1)=[CH:6][CH:7]=[C:8]([C:22]([N:50]1[CH2:49][C@H:48]([CH3:47])[O:53][C@H:52]([CH3:54])[CH2:51]1)=[O:23])[CH:9]=3. The yield is 0.800. (5) The reactants are [C:1]([O:5]C([C@]1(C(O)=O)C[C@H]1CC)=O)([CH3:4])([CH3:3])[CH3:2].C1N=CN([C:21]([N:23]2C=[N:26][CH:25]=[CH:24]2)=[O:22])C=1.[CH:28]1([S:31](N)(=[O:33])=[O:32])[CH2:30][CH2:29]1.[CH2:35]1CCN2[C:38](=NCCC2)[CH2:37][CH2:36]1.C1C[O:49]CC1. The catalyst is CCOC(C)=O. The product is [CH:28]1([S:31]([NH:26][C:25]([C@@:24]2([NH:23][C:21](=[O:22])[O:5][C:1]([CH3:2])([CH3:3])[CH3:4])[CH2:35][C@H:36]2[CH2:37][CH3:38])=[O:49])(=[O:33])=[O:32])[CH2:30][CH2:29]1. The yield is 0.730. (6) The reactants are [CH3:1][O:2][C:3]1[CH:11]=[N:10][CH:9]=[C:8]2[C:4]=1[CH:5]=[CH:6][NH:7]2.C1C(=O)N([I:19])C(=O)C1. The catalyst is C(Cl)(Cl)Cl. The product is [I:19][C:5]1[C:4]2[C:8](=[CH:9][N:10]=[CH:11][C:3]=2[O:2][CH3:1])[NH:7][CH:6]=1. The yield is 0.910. (7) The reactants are [NH2:1][C:2]1[CH:7]=[CH:6][C:5]([NH:8][C:9](=[O:15])[O:10][C:11]([CH3:14])([CH3:13])[CH3:12])=[C:4]([O:16][CH3:17])[CH:3]=1.[I:18][C:19]1[CH:24]=[CH:23][C:22]([S:25](Cl)(=[O:27])=[O:26])=[CH:21][CH:20]=1.O1CCOC2C=C(NS(C3C=CC(I)=CC=3)(=O)=O)C=CC1=2. The catalyst is N1C=CC=CC=1. The product is [I:18][C:19]1[CH:24]=[CH:23][C:22]([S:25]([NH:1][C:2]2[CH:7]=[CH:6][C:5]([NH:8][C:9](=[O:15])[O:10][C:11]([CH3:12])([CH3:13])[CH3:14])=[C:4]([O:16][CH3:17])[CH:3]=2)(=[O:27])=[O:26])=[CH:21][CH:20]=1. The yield is 0.850. (8) The reactants are C([N:4]1[C:12]2[C:7](=[C:8]([NH:14][C:15]3[C:23]4[C:18](=[CH:19][N:20]=[CH:21][CH:22]=4)[O:17][C:16]=3[C:24]([O:26]CC)=O)[CH:9]=[CH:10][C:11]=2[Cl:13])[CH:6]=[N:5]1)(=O)C.O/[N:30]=[C:31](\[NH2:33])/[CH3:32]. The catalyst is CCO.C(#N)C. The product is [Cl:13][C:11]1[CH:10]=[CH:9][C:8]([NH:14][C:15]2[C:23]3[C:18](=[CH:19][N:20]=[CH:21][CH:22]=3)[O:17][C:16]=2[C:24]2[O:26][N:33]=[C:31]([CH3:32])[N:30]=2)=[C:7]2[C:12]=1[NH:4][N:5]=[CH:6]2. The yield is 0.320. (9) The reactants are [C:1]1(=[O:8])[CH2:6][CH2:5][CH2:4][C:3](=[O:7])[CH2:2]1.[CH3:9][CH2:10][O:11][C:12](/[C:14](/[C:22]#[N:23])=[CH:15]/[C:16]1[CH:21]=[CH:20][CH:19]=[CH:18][CH:17]=1)=[O:13]. The catalyst is C(O)C. The product is [NH2:23][C:22]1[O:7][C:3]2[CH2:4][CH2:5][CH2:6][C:1](=[O:8])[C:2]=2[CH:15]([C:16]2[CH:17]=[CH:18][CH:19]=[CH:20][CH:21]=2)[C:14]=1[C:12]([O:11][CH2:10][CH3:9])=[O:13]. The yield is 0.830. (10) The reactants are [CH2:1]([O:3][C:4](=[O:34])[C:5]([NH:27][C:28]([O:30][CH2:31][CH:32]=[CH2:33])=[O:29])([CH2:9][C:10]1[O:14][N:13]=[C:12]([CH:15]2[CH2:19][CH2:18][CH2:17][N:16]2[C:20]([O:22][C:23]([CH3:26])([CH3:25])[CH3:24])=[O:21])[CH:11]=1)C(O)=O)[CH3:2].C(OC(=O)C(NC(OCC=C)=O)(CC1ON=C(C2CCCN2C(OC(C)(C)C)=O)C=1)C(OCC)=O)C. The catalyst is O1CCOCC1. The product is [C:23]([O:22][C:20]([N:16]1[CH2:17][CH2:18][CH2:19][CH:15]1[C:12]1[CH:11]=[C:10]([CH2:9][CH:5]([NH:27][C:28]([O:30][CH2:31][CH:32]=[CH2:33])=[O:29])[C:4]([O:3][CH2:1][CH3:2])=[O:34])[O:14][N:13]=1)=[O:21])([CH3:26])([CH3:25])[CH3:24]. The yield is 0.560.